This data is from Full USPTO retrosynthesis dataset with 1.9M reactions from patents (1976-2016). The task is: Predict the reactants needed to synthesize the given product. (1) Given the product [CH:9]1([C:8]2[C:3]([CH2:2][O:32][C:21]3[CH:22]=[CH:23][C:24]([C:26]4[CH:30]=[CH:29][N:28]([CH3:31])[N:27]=4)=[CH:25][C:20]=3[CH3:19])=[C:4]([N:12]3[C:16](=[O:17])[N:15]([CH3:18])[N:14]=[N:13]3)[CH:5]=[CH:6][CH:7]=2)[CH2:11][CH2:10]1, predict the reactants needed to synthesize it. The reactants are: Br[CH2:2][C:3]1[C:8]([CH:9]2[CH2:11][CH2:10]2)=[CH:7][CH:6]=[CH:5][C:4]=1[N:12]1[C:16](=[O:17])[N:15]([CH3:18])[N:14]=[N:13]1.[CH3:19][C:20]1[CH:25]=[C:24]([C:26]2[CH:30]=[CH:29][N:28]([CH3:31])[N:27]=2)[CH:23]=[CH:22][C:21]=1[OH:32].C(=O)([O-])[O-].[K+].[K+]. (2) Given the product [CH3:10][C@H:2]1[C@@H:3]([C:5]2[S:6][CH:7]=[CH:8][N:9]=2)[O:4][C:13](=[O:14])[NH:1]1, predict the reactants needed to synthesize it. The reactants are: [NH2:1][C@@H:2]([CH3:10])[C@@H:3]([C:5]1[S:6][CH:7]=[CH:8][N:9]=1)[OH:4].N[C@@H](C)[C@H:13](C1SC=CN=1)[OH:14].ClC(Cl)(OC(=O)OC(Cl)(Cl)Cl)Cl.